From a dataset of Full USPTO retrosynthesis dataset with 1.9M reactions from patents (1976-2016). Predict the reactants needed to synthesize the given product. (1) The reactants are: [F:1][C:2]1[CH:3]=[C:4]([OH:9])[CH:5]=[CH:6][C:7]=1[F:8].[N+:10]([O-])([OH:12])=[O:11]. Given the product [F:8][C:7]1[C:2]([F:1])=[CH:3][C:4]([OH:9])=[C:5]([N+:10]([O-:12])=[O:11])[CH:6]=1, predict the reactants needed to synthesize it. (2) Given the product [N+:8]([C:5]1[CH:6]=[CH:7][C:2]([NH:16][C:12]2[S:11][CH:15]=[CH:14][N:13]=2)=[N:3][CH:4]=1)([O-:10])=[O:9], predict the reactants needed to synthesize it. The reactants are: Cl[C:2]1[CH:7]=[CH:6][C:5]([N+:8]([O-:10])=[O:9])=[CH:4][N:3]=1.[S:11]1[CH:15]=[CH:14][N:13]=[C:12]1[NH2:16].[Na]. (3) Given the product [CH3:1][C:2]1([CH3:29])[O:6][C:5](=[O:7])[N:4]([CH:8]2[CH2:13][CH2:12][C:11]([C:31]3[C:32](=[O:41])[NH:33][C:34]4[C:39]([CH:40]=3)=[CH:38][CH:37]=[N:36][CH:35]=4)=[CH:10][CH2:9]2)[C@H:3]1[C:23]1[CH:24]=[CH:25][CH:26]=[CH:27][CH:28]=1, predict the reactants needed to synthesize it. The reactants are: [CH3:1][C:2]1([CH3:29])[O:6][C:5](=[O:7])[N:4]([CH:8]2[CH2:13][CH2:12][C:11](B3OC(C)(C)C(C)(C)O3)=[CH:10][CH2:9]2)[C@H:3]1[C:23]1[CH:28]=[CH:27][CH:26]=[CH:25][CH:24]=1.Br[C:31]1[C:32](=[O:41])[NH:33][C:34]2[C:39]([CH:40]=1)=[CH:38][CH:37]=[N:36][CH:35]=2.C(=O)([O-])[O-].[Na+].[Na+].O1CCOCC1. (4) Given the product [NH2:76][C:59]1[C:58]([C:55]2[CH:56]=[CH:57][C:52]([NH:51][C:8]([C:5]3[C:4](=[O:11])[N:3]([C:12]4[CH:17]=[CH:16][CH:15]=[CH:14][CH:13]=4)[N:2]([CH3:1])[C:6]=3[CH3:7])=[O:10])=[CH:53][CH:54]=2)=[N:63][C:62]([C:64]2[CH:69]=[CH:68][N:67]=[C:66]([N:70]3[CH2:75][CH2:74][O:73][CH2:72][CH2:71]3)[CH:65]=2)=[CH:61][N:60]=1, predict the reactants needed to synthesize it. The reactants are: [CH3:1][N:2]1[C:6]([CH3:7])=[C:5]([C:8]([OH:10])=O)[C:4](=[O:11])[N:3]1[C:12]1[CH:17]=[CH:16][CH:15]=[CH:14][CH:13]=1.C(N(CC)C(C)C)(C)C.CN(C(ON1N=NC2C=CC=NC1=2)=[N+](C)C)C.F[P-](F)(F)(F)(F)F.[NH2:51][C:52]1[CH:57]=[CH:56][C:55]([C:58]2[C:59]([NH2:76])=[N:60][CH:61]=[C:62]([C:64]3[CH:69]=[CH:68][N:67]=[C:66]([N:70]4[CH2:75][CH2:74][O:73][CH2:72][CH2:71]4)[CH:65]=3)[N:63]=2)=[CH:54][CH:53]=1. (5) Given the product [C:1]([C:3]1[CH:8]=[CH:7][C:6]([CH:9]2[CH2:10][CH2:11][N:12]([C:15]([C:17]3[CH:18]=[CH:19][C:20]([CH3:33])=[C:21]([NH:23][S:24]([CH:27]([CH3:32])[CH2:28][OH:29])(=[O:26])=[O:25])[CH:22]=3)=[O:16])[CH2:13][CH2:14]2)=[CH:5][CH:4]=1)#[N:2], predict the reactants needed to synthesize it. The reactants are: [C:1]([C:3]1[CH:8]=[CH:7][C:6]([CH:9]2[CH2:14][CH2:13][N:12]([C:15]([C:17]3[CH:18]=[CH:19][C:20]([CH3:33])=[C:21]([NH:23][S:24]([CH:27]([CH3:32])[C:28](OC)=[O:29])(=[O:26])=[O:25])[CH:22]=3)=[O:16])[CH2:11][CH2:10]2)=[CH:5][CH:4]=1)#[N:2].[BH4-].[Li+].